From a dataset of Full USPTO retrosynthesis dataset with 1.9M reactions from patents (1976-2016). Predict the reactants needed to synthesize the given product. (1) Given the product [F:12][C:13]1[C:14]([CH3:24])=[C:15]([C:19]2([C:20]([O:22][CH3:23])=[O:21])[CH2:2][CH2:3][C:4]3([CH2:9][CH2:8][O:7][CH2:6][CH2:5]3)[CH2:10]2)[CH:16]=[CH:17][CH:18]=1, predict the reactants needed to synthesize it. The reactants are: Br[CH2:2][CH2:3][C:4]1([CH2:10]Br)[CH2:9][CH2:8][O:7][CH2:6][CH2:5]1.[F:12][C:13]1[C:14]([CH3:24])=[C:15]([CH2:19][C:20]([O:22][CH3:23])=[O:21])[CH:16]=[CH:17][CH:18]=1.[H-].[Na+]. (2) The reactants are: C([O:4][C@H:5]1[C@H:10]([O:11]C(=O)C)[C@@H:9]([O:15]C(=O)C)[C@H:8]([C:19]2[CH:24]=[C:23]([CH2:25][C:26]3[CH:31]=[CH:30][C:29]([O:32][CH2:33][CH3:34])=[CH:28][CH:27]=3)[C:22]([Cl:35])=[CH:21][C:20]=2[CH2:36][O:37][CH2:38][C:39]#[CH:40])[O:7][C@@H:6]1[CH2:41][O:42][C:43](=[O:45])[CH3:44])(=O)C.O[Li].O. Given the product [C:43]([O:42][CH2:41][C@@H:6]1[C@@H:5]([OH:4])[C@H:10]([OH:11])[C@@H:9]([OH:15])[C@H:8]([C:19]2[CH:24]=[C:23]([CH2:25][C:26]3[CH:31]=[CH:30][C:29]([O:32][CH2:33][CH3:34])=[CH:28][CH:27]=3)[C:22]([Cl:35])=[CH:21][C:20]=2[CH2:36][O:37][CH2:38][C:39]#[CH:40])[O:7]1)(=[O:45])[CH3:44], predict the reactants needed to synthesize it. (3) Given the product [CH3:1][O:2][C:3]1[CH:4]=[CH:5][C:6]2[CH:10]=[C:9]([C:20]3[CH:21]=[CH:16][N:17]=[C:18]([NH:22][CH:23]4[CH2:28][C:27]([CH3:30])([CH3:29])[NH:26][C:25]([CH3:32])([CH3:31])[CH2:24]4)[N:19]=3)[S:8][C:7]=2[CH:14]=1, predict the reactants needed to synthesize it. The reactants are: [CH3:1][O:2][C:3]1[CH:4]=[CH:5][C:6]2[CH:10]=[C:9](B(O)O)[S:8][C:7]=2[CH:14]=1.Cl[C:16]1[CH:21]=[CH:20][N:19]=[C:18]([NH:22][CH:23]2[CH2:28][C:27]([CH3:30])([CH3:29])[NH:26][C:25]([CH3:32])([CH3:31])[CH2:24]2)[N:17]=1. (4) Given the product [C:26]1([CH2:25][CH2:24][CH2:23][N:6]2[CH:10]=[C:9]([C:11]([O:13][CH2:14][CH3:15])=[O:12])[CH:8]=[N:7]2)[CH:31]=[CH:30][CH:29]=[CH:28][CH:27]=1, predict the reactants needed to synthesize it. The reactants are: [H][H].C=CC.[NH:6]1[CH:10]=[C:9]([C:11]([O:13][CH2:14][CH3:15])=[O:12])[CH:8]=[N:7]1.C(=O)([O-])[O-].[K+].[K+].Br[CH2:23][CH2:24][CH2:25][C:26]1[CH:31]=[CH:30][CH:29]=[CH:28][CH:27]=1. (5) Given the product [NH2:17][C:16]1[CH2:15][C:9]([C:10]([O:12][CH2:13][CH3:14])=[O:11])=[CH:8][C:5]2[CH:6]=[CH:7][C:2]([Br:1])=[CH:3][C:4]=2[N:18]=1, predict the reactants needed to synthesize it. The reactants are: [Br:1][C:2]1[CH:7]=[CH:6][C:5](/[CH:8]=[C:9](\[CH2:15][C:16]#[N:17])/[C:10]([O:12][CH2:13][CH3:14])=[O:11])=[C:4]([N+:18]([O-])=O)[CH:3]=1.C([O-])(O)=O.[Na+].CCOC(C)=O.